Dataset: Full USPTO retrosynthesis dataset with 1.9M reactions from patents (1976-2016). Task: Predict the reactants needed to synthesize the given product. (1) Given the product [N:24]1[CH:25]=[CH:26][CH:27]=[CH:28][C:23]=1[C:22]1[N:21]2[C:16]([CH:17]=[CH:18][CH:19]=[CH:20]2)=[CH:15][C:14]=1[CH:12]([N:4]1[C:5]2=[N:6][CH:7]=[N:8][C:9]([NH2:11])=[C:10]2[C:2]([C:31]2[CH:30]=[N:29][CH:34]=[CH:33][CH:32]=2)=[N:3]1)[CH3:13], predict the reactants needed to synthesize it. The reactants are: I[C:2]1[C:10]2[C:5](=[N:6][CH:7]=[N:8][C:9]=2[NH2:11])[N:4]([CH:12]([C:14]2[CH:15]=[C:16]3[N:21]([C:22]=2[C:23]2[CH:28]=[CH:27][CH:26]=[CH:25][N:24]=2)[CH:20]=[CH:19][CH:18]=[CH:17]3)[CH3:13])[N:3]=1.[N:29]1[CH:34]=[CH:33][CH:32]=[C:31](B(O)O)[CH:30]=1.CCO.C([O-])([O-])=O.[Na+].[Na+]. (2) Given the product [OH:23][C:24]1([CH:16]2[CH2:15][N:12]3[CH:13]=[N:14][CH:10]=[C:11]3[C:17]2=[O:18])[CH2:25][CH2:26][N:27]([C:30]([O:32][C:33]([CH3:36])([CH3:35])[CH3:34])=[O:31])[CH2:28][CH2:29]1, predict the reactants needed to synthesize it. The reactants are: C[Si](N[Si](C)(C)C)(C)C.[CH:10]1[N:14]=[CH:13][N:12]2[CH2:15][CH2:16][C:17](=[O:18])[C:11]=12.[Cl-].[Ce+3].[Cl-].[Cl-].[O:23]=[C:24]1[CH2:29][CH2:28][N:27]([C:30]([O:32][C:33]([CH3:36])([CH3:35])[CH3:34])=[O:31])[CH2:26][CH2:25]1.[Cl-].[NH4+]. (3) Given the product [O:11]=[C:10]([NH:12][C@@H:13]1[CH2:17][CH2:16][N:15]([CH:18]2[CH2:22][CH2:21][S:38][CH2:19]2)[CH2:14]1)[CH2:9][NH:8][C:6](=[O:7])[C:5]1[CH:33]=[CH:34][CH:35]=[C:3]([C:2]([F:37])([F:36])[F:1])[CH:4]=1, predict the reactants needed to synthesize it. The reactants are: [F:1][C:2]([F:37])([F:36])[C:3]1[CH:4]=[C:5]([CH:33]=[CH:34][CH:35]=1)[C:6]([NH:8][CH2:9][C:10]([NH:12][C@@H:13]1[CH2:17][CH2:16][N:15]([CH:18]2[CH2:22][CH2:21]N(C(OCC3C=CC=CC=3)=O)[CH2:19]2)[CH2:14]1)=[O:11])=[O:7].[S:38]1CCC(=O)C1.O=C1CCN(C(OCC2C=CC=CC=2)=O)C1. (4) Given the product [CH:10]([C:7]1[CH:6]=[C:5]([CH2:4][NH2:1])[O:9][N:8]=1)([CH3:12])[CH3:11], predict the reactants needed to synthesize it. The reactants are: [N:1]([CH2:4][C:5]1[O:9][N:8]=[C:7]([CH:10]([CH3:12])[CH3:11])[CH:6]=1)=[N+]=[N-].O1C2C=CC=CC=2C=C1CNC(=O)OC(C)(C)C. (5) Given the product [CH3:36][C@@H:29]([CH2:30][CH2:31][CH2:32][CH:33]([CH3:35])[CH3:34])[CH2:28][C:7]1[C:8]([CH2:19][C@@H:20]([CH3:27])[CH2:21][CH2:22][CH2:23][CH:24]([CH3:25])[CH3:26])=[N:9][C:10]2[C:5](=[C:4]3[CH:3]=[CH:2][S:14][C:13]3=[C:12]3[S:15][CH:16]=[CH:17][C:11]3=2)[N:6]=1, predict the reactants needed to synthesize it. The reactants are: Br[C:2]1[S:14][C:13]2[C:4](=[C:5]3[C:10](=[C:11]4[CH:17]=[C:16](Br)[S:15][C:12]4=2)[N:9]=[C:8]([CH2:19][C@@H:20]([CH3:27])[CH2:21][CH2:22][CH2:23][CH:24]([CH3:26])[CH3:25])[C:7]([CH2:28][C@@H:29]([CH3:36])[CH2:30][CH2:31][CH2:32][CH:33]([CH3:35])[CH3:34])=[N:6]3)[CH:3]=1.CC1(C)C(C)(C)OB(C2SC3C4SC(B5OC(C)(C)C(C)(C)O5)=CC=4C(CCCCCCCC)(CCCCCCCC)C=3C=2)O1.C([O-])([O-])=O.[Na+].[Na+]. (6) Given the product [CH2:27]([N:13]1[C:14]2=[N:15][CH:16]=[N:17][C:18]([NH2:20])=[C:19]2[C:11]([C:2]2[CH:3]=[CH:4][C:5]3[C:10](=[CH:9][CH:8]=[CH:7][CH:6]=3)[CH:1]=2)=[N:12]1)[C:28]1[CH:33]=[CH:32][CH:31]=[CH:30][CH:29]=1, predict the reactants needed to synthesize it. The reactants are: [CH:1]1[C:10]2[C:5](=[CH:6][CH:7]=[CH:8][CH:9]=2)[CH:4]=[CH:3][C:2]=1[C:11]1[C:19]2[C:14](=[N:15][CH:16]=[N:17][C:18]=2[NH2:20])[NH:13][N:12]=1.C([O-])([O-])=O.[K+].[K+].[CH2:27](Br)[C:28]1[CH:33]=[CH:32][CH:31]=[CH:30][CH:29]=1.O. (7) Given the product [CH3:1][O:2][C:3]1[CH:8]=[CH:7][C:6]([CH:9]([CH3:11])[CH3:10])=[CH:5][C:4]=1[C:16]1[N:21]=[C:20]([NH2:22])[N:19]=[C:18]([NH:23][CH3:24])[CH:17]=1, predict the reactants needed to synthesize it. The reactants are: [CH3:1][O:2][C:3]1[CH:8]=[CH:7][C:6]([CH:9]([CH3:11])[CH3:10])=[CH:5][C:4]=1B(O)O.I[C:16]1[N:21]=[C:20]([NH2:22])[N:19]=[C:18]([NH:23][CH3:24])[CH:17]=1. (8) Given the product [CH2:24]([N:31]1[CH2:36][CH2:35][CH2:34][CH:33]([CH:37]([C:2]2[C:3]3[CH:10]=[CH:9][N:8]([CH2:11][O:12][CH2:13][CH2:14][Si:15]([CH3:18])([CH3:17])[CH3:16])[C:4]=3[N:5]=[CH:6][N:7]=2)[OH:38])[CH2:32]1)[C:25]1[CH:30]=[CH:29][CH:28]=[CH:27][CH:26]=1, predict the reactants needed to synthesize it. The reactants are: I[C:2]1[C:3]2[CH:10]=[CH:9][N:8]([CH2:11][O:12][CH2:13][CH2:14][Si:15]([CH3:18])([CH3:17])[CH3:16])[C:4]=2[N:5]=[CH:6][N:7]=1.C([Mg]Cl)(C)C.[CH2:24]([N:31]1[CH2:36][CH2:35][CH2:34][CH:33]([CH:37]=[O:38])[CH2:32]1)[C:25]1[CH:30]=[CH:29][CH:28]=[CH:27][CH:26]=1.[NH4+].[Cl-]. (9) Given the product [CH3:1][C:2]1([CH3:28])[O:6][C@@H:5]([CH2:7][O:8][C:9]2[CH:14]=[CH:13][CH:12]=[CH:11][C:10]=2[C:15]2[CH:16]=[CH:17][C:18]3[N:19]([C:21]([C:25]([O:27][C:46]4[CH:47]=[CH:48][C:43]([N+:40]([O-:42])=[O:41])=[CH:44][CH:45]=4)=[O:26])=[C:22]([CH3:24])[N:23]=3)[N:20]=2)[CH2:4][O:3]1, predict the reactants needed to synthesize it. The reactants are: [CH3:1][C:2]1([CH3:28])[O:6][C@@H:5]([CH2:7][O:8][C:9]2[CH:14]=[CH:13][CH:12]=[CH:11][C:10]=2[C:15]2[CH:16]=[CH:17][C:18]3[N:19]([C:21]([C:25]([OH:27])=[O:26])=[C:22]([CH3:24])[N:23]=3)[N:20]=2)[CH2:4][O:3]1.C(N=C=NCCCN(C)C)C.[N+:40]([C:43]1[CH:48]=[CH:47][C:46](O)=[CH:45][CH:44]=1)([O-:42])=[O:41].C(=O)([O-])[O-].[Na+].[Na+].